This data is from HIV replication inhibition screening data with 41,000+ compounds from the AIDS Antiviral Screen. The task is: Binary Classification. Given a drug SMILES string, predict its activity (active/inactive) in a high-throughput screening assay against a specified biological target. (1) The drug is CC(=O)OC1CC(C)C2(CC(O)c3ccoc3)C(=O)OCC13C2CCC(O)C31CO1. The result is 0 (inactive). (2) The drug is FC(F)C(F)(F)C(F)(F)C(F)(F)C(F)(F)C(F)(F)COC(OCC(F)(F)C(F)(F)C(F)(F)C(F)(F)C(F)(F)C(F)F)OCC(F)(F)C(F)(F)C(F)(F)C(F)(F)C(F)(F)C(F)F. The result is 0 (inactive). (3) The drug is Cn1c(=O)c(C#N)c2n(c1=S)CCCCCCC2. The result is 0 (inactive).